The task is: Regression/Classification. Given a drug SMILES string, predict its toxicity properties. Task type varies by dataset: regression for continuous values (e.g., LD50, hERG inhibition percentage) or binary classification for toxic/non-toxic outcomes (e.g., AMES mutagenicity, cardiotoxicity, hepatotoxicity). Dataset: ames.. This data is from Ames mutagenicity test results for genotoxicity prediction. (1) The drug is CNCCN(Cc1ccc(OC)cc1)c1ccccn1. The result is 0 (non-mutagenic). (2) The drug is CC(O)CN1CC(C)OC1=O. The result is 0 (non-mutagenic). (3) The drug is Oc1ccc(Cl)cc1Cc1cc(Cl)ccc1O. The result is 1 (mutagenic). (4) The drug is Nc1snc2c(Cl)cc(Cl)cc12. The result is 1 (mutagenic). (5) The drug is CN(C=O)N=O. The result is 1 (mutagenic). (6) The result is 0 (non-mutagenic). The drug is Cc1ccccc1C. (7) The molecule is CC12C=CC(=O)C=C1CCC1C2C(O)CC2(C)C1CCC2(O)C(O)C=O. The result is 0 (non-mutagenic).